From a dataset of Full USPTO retrosynthesis dataset with 1.9M reactions from patents (1976-2016). Predict the reactants needed to synthesize the given product. (1) The reactants are: [C:1]([O:5][C:6](=[O:21])[N:7]([C@H:9]1[C@H:13]([C:14]2[CH:19]=[CH:18][C:17]([Cl:20])=[CH:16][CH:15]=2)[CH2:12][NH:11][CH2:10]1)[CH3:8])([CH3:4])([CH3:3])[CH3:2].[C:22]([C:24]1[CH:25]=[CH:26][C:27]([N:30]2[CH2:35][CH2:34][CH:33]([C:36](O)=[O:37])[CH2:32][CH2:31]2)=[N:28][CH:29]=1)#[N:23]. Given the product [C:1]([O:5][C:6](=[O:21])[N:7]([C@H:9]1[C@H:13]([C:14]2[CH:15]=[CH:16][C:17]([Cl:20])=[CH:18][CH:19]=2)[CH2:12][N:11]([C:36]([CH:33]2[CH2:32][CH2:31][N:30]([C:27]3[CH:26]=[CH:25][C:24]([C:22]#[N:23])=[CH:29][N:28]=3)[CH2:35][CH2:34]2)=[O:37])[CH2:10]1)[CH3:8])([CH3:4])([CH3:2])[CH3:3], predict the reactants needed to synthesize it. (2) Given the product [Cl:1][C:2]1[C:6]([Cl:7])=[C:5]([CH3:8])[NH:4][C:3]=1[C:9]([NH:11][C@H:12]1[CH2:17][CH2:16][N:15]([C:18]2[S:19][C:20]([C:25]([O:27][CH2:28][CH3:29])=[O:26])=[C:21]([CH:23]=[O:24])[N:22]=2)[CH2:14][C@H:13]1[O:30][CH3:31])=[O:10], predict the reactants needed to synthesize it. The reactants are: [Cl:1][C:2]1[C:6]([Cl:7])=[C:5]([CH3:8])[NH:4][C:3]=1[C:9]([NH:11][C@H:12]1[CH2:17][CH2:16][N:15]([C:18]2[S:19][C:20]([C:25]([O:27][CH2:28][CH3:29])=[O:26])=[C:21]([CH2:23][OH:24])[N:22]=2)[CH2:14][C@H:13]1[O:30][CH3:31])=[O:10].CC(OI1(OC(C)=O)(OC(C)=O)OC(=O)C2C=CC=CC1=2)=O. (3) Given the product [F:24][C:21]1[CH:20]=[CH:19][C:18]([CH2:17][O:16][CH2:15][CH2:14][CH:11]2[CH2:12][CH2:13][NH:8][CH2:9][CH2:10]2)=[CH:23][CH:22]=1, predict the reactants needed to synthesize it. The reactants are: C(OC([N:8]1[CH2:13][CH2:12][CH:11]([CH2:14][CH2:15][O:16][CH2:17][C:18]2[CH:23]=[CH:22][C:21]([F:24])=[CH:20][CH:19]=2)[CH2:10][CH2:9]1)=O)(C)(C)C.Cl.CCOCC. (4) Given the product [N:8]1[CH:9]=[CH:10][C:5]([C:3]2[N:4]=[C:14]([C:13]3[C:17]([F:22])=[CH:18][CH:19]=[C:20]([F:21])[C:12]=3[F:11])[O:1][N:2]=2)=[CH:6][N:7]=1, predict the reactants needed to synthesize it. The reactants are: [OH:1][N:2]=[C:3]([C:5]1[CH:10]=[CH:9][N:8]=[N:7][CH:6]=1)[NH2:4].[F:11][C:12]1[C:20]([F:21])=[CH:19][CH:18]=[C:17]([F:22])[C:13]=1[C:14](Cl)=O.N. (5) Given the product [ClH:46].[CH:1]1([CH2:4][O:5][C:6]2[CH:11]=[CH:10][CH:9]=[C:8]([OH:12])[C:7]=2[C:22]2[N:23]=[C:24]3[C:29]([CH:28]=[CH:27][C:26](=[O:45])[NH:25]3)=[C:30]([CH:32]3[CH2:37][CH2:36][CH2:35][NH:34][CH2:33]3)[CH:31]=2)[CH2:2][CH2:3]1, predict the reactants needed to synthesize it. The reactants are: [CH:1]1([CH2:4][O:5][C:6]2[CH:11]=[CH:10][CH:9]=[C:8]([O:12]CC3C=CC(OC)=CC=3)[C:7]=2[C:22]2[CH:31]=[C:30]([CH:32]3[CH2:37][CH2:36][CH2:35][N:34](C(OC(C)(C)C)=O)[CH2:33]3)[C:29]3[CH:28]=[CH:27][C:26](=[O:45])[NH:25][C:24]=3[N:23]=2)[CH2:3][CH2:2]1.[ClH:46]. (6) Given the product [C:47]([C:46]1[C:41]([C:9]2[C:17]3[C:12](=[N:13][CH:14]=[C:15]([NH:18][C:19](=[O:28])[O:20][CH2:21][C:22]4[CH:23]=[CH:24][CH:25]=[CH:26][CH:27]=4)[CH:16]=3)[N:11]([S:29]([C:32]3[CH:38]=[CH:37][C:35]([CH3:36])=[CH:34][CH:33]=3)(=[O:30])=[O:31])[CH:10]=2)=[N:42][C:43]([S:49][CH3:50])=[N:44][CH:45]=1)#[N:48], predict the reactants needed to synthesize it. The reactants are: CC1(C)C(C)(C)OB([C:9]2[C:17]3[C:12](=[N:13][CH:14]=[C:15]([NH:18][C:19](=[O:28])[O:20][CH2:21][C:22]4[CH:27]=[CH:26][CH:25]=[CH:24][CH:23]=4)[CH:16]=3)[N:11]([S:29]([C:32]3[CH:38]=[CH:37][C:35]([CH3:36])=[CH:34][CH:33]=3)(=[O:31])=[O:30])[CH:10]=2)O1.Cl[C:41]1[C:46]([C:47]#[N:48])=[CH:45][N:44]=[C:43]([S:49][CH3:50])[N:42]=1.C(=O)([O-])[O-].[K+].[K+]. (7) Given the product [ClH:46].[ClH:46].[NH2:8][CH2:9][C:10]1[C:11]([CH2:35][C:36]([CH3:39])([CH3:38])[CH3:37])=[N:12][C:13]([CH3:34])=[C:14]([C:26]=1[C:27]1[CH:28]=[CH:29][C:30]([CH3:33])=[CH:31][CH:32]=1)[C:15]([O:17][CH2:18][C:19]1[O:20][C:21](=[O:25])[O:22][C:23]=1[CH3:24])=[O:16], predict the reactants needed to synthesize it. The reactants are: C(OC([NH:8][CH2:9][C:10]1[C:11]([CH2:35][C:36]([CH3:39])([CH3:38])[CH3:37])=[N:12][C:13]([CH3:34])=[C:14]([C:26]=1[C:27]1[CH:32]=[CH:31][C:30]([CH3:33])=[CH:29][CH:28]=1)[C:15]([O:17][CH2:18][C:19]1[O:20][C:21](=[O:25])[O:22][C:23]=1[CH3:24])=[O:16])=O)(C)(C)C.C(OC(=O)C)C.[ClH:46]. (8) Given the product [S:40]([OH:44])([OH:43])(=[O:42])=[O:41].[NH2:8][C:4]1[CH:3]=[C:2]([B:26]([OH:27])[OH:25])[CH:7]=[CH:6][CH:5]=1, predict the reactants needed to synthesize it. The reactants are: Br[C:2]1[CH:3]=[C:4]([N:8]=C(C2C=CC=CC=2)C2C=CC=CC=2)[CH:5]=[CH:6][CH:7]=1.C([O:25][B:26](OC(C)C)[O:27]C(C)C)(C)C.C([Li])CCC.[S:40](=[O:44])(=[O:43])([OH:42])[OH:41]. (9) The reactants are: [O:1]=[C:2]1[CH2:7][CH:6]([C:8]([O:10]C)=[O:9])[CH2:5][CH2:4][NH:3]1.[Cl:12][C:13]1[CH:18]=[C:17]([CH2:19]Cl)[CH:16]=[C:15]([Cl:21])[CH:14]=1.[OH-].[K+]. Given the product [Cl:12][C:13]1[CH:18]=[C:17]([CH:16]=[C:15]([Cl:21])[CH:14]=1)[CH2:19][N:3]1[CH2:4][CH2:5][CH:6]([C:8]([OH:10])=[O:9])[CH2:7][C:2]1=[O:1], predict the reactants needed to synthesize it.